Dataset: Full USPTO retrosynthesis dataset with 1.9M reactions from patents (1976-2016). Task: Predict the reactants needed to synthesize the given product. (1) Given the product [CH3:34][NH:33][C:11](=[O:13])[C@H:10]([NH:9][C:5]1[N:4]=[C:3]([N:2]([CH3:1])[C:21]2[CH:26]=[CH:25][N:24]=[C:23]([C:27]3[CH:28]=[CH:29][CH:30]=[CH:31][CH:32]=3)[N:22]=2)[CH:8]=[CH:7][N:6]=1)[CH2:14][C:15]1[CH:20]=[CH:19][CH:18]=[CH:17][CH:16]=1, predict the reactants needed to synthesize it. The reactants are: [CH3:1][N:2]([C:21]1[CH:26]=[CH:25][N:24]=[C:23]([C:27]2[CH:32]=[CH:31][CH:30]=[CH:29][CH:28]=2)[N:22]=1)[C:3]1[CH:8]=[CH:7][N:6]=[C:5]([NH:9][C@H:10]([CH2:14][C:15]2[CH:20]=[CH:19][CH:18]=[CH:17][CH:16]=2)[C:11]([OH:13])=O)[N:4]=1.[NH:33]=[C:34]=N. (2) Given the product [Br:10][C:11]1[CH:23]=[CH:22][C:21]([F:24])=[CH:20][C:12]=1[O:13][CH:14]1[CH2:15][CH2:16][N:17]([C:2]2[CH2:6][CH:5]([C:7]([NH2:9])=[O:8])[O:4][N:3]=2)[CH2:18][CH2:19]1, predict the reactants needed to synthesize it. The reactants are: Br[C:2]1[CH2:6][CH:5]([C:7]([NH2:9])=[O:8])[O:4][N:3]=1.[Br:10][C:11]1[CH:23]=[CH:22][C:21]([F:24])=[CH:20][C:12]=1[O:13][CH:14]1[CH2:19][CH2:18][NH:17][CH2:16][CH2:15]1.C(N(CC)C(C)C)(C)C. (3) Given the product [CH:1]1([C:4]([NH:6][C:7]2[S:8][C:9]3[CH:15]=[C:14]([O:16][S:17]([C:20]4[CH:25]=[CH:24][C:23]([NH:28][CH3:27])=[CH:22][CH:21]=4)(=[O:19])=[O:18])[CH:13]=[CH:12][C:10]=3[N:11]=2)=[O:5])[CH2:3][CH2:2]1, predict the reactants needed to synthesize it. The reactants are: [CH:1]1([C:4]([NH:6][C:7]2[S:8][C:9]3[CH:15]=[C:14]([O:16][S:17]([C:20]4[CH:25]=[CH:24][C:23](F)=[CH:22][CH:21]=4)(=[O:19])=[O:18])[CH:13]=[CH:12][C:10]=3[N:11]=2)=[O:5])[CH2:3][CH2:2]1.[CH3:27][NH2:28]. (4) Given the product [CH3:1][O:2][C:3]1[CH:4]=[C:5]([CH:6]=[CH:7][C:8]=1[O:9][CH3:10])[C:11]([C:13]1[C:14]2[C:25](=[O:28])[C:24](=[O:26])[C:23]3[C:18](=[CH:19][CH:20]=[CH:21][CH:22]=3)[C:15]=2[O:16][CH:17]=1)=[O:12], predict the reactants needed to synthesize it. The reactants are: [CH3:1][O:2][C:3]1[CH:4]=[C:5]([C:11]([C:13]2[C:14]3[CH:25]=[C:24]([OH:26])[C:23]4[C:18](=[CH:19][CH:20]=[CH:21][CH:22]=4)[C:15]=3[O:16][CH:17]=2)=[O:12])[CH:6]=[CH:7][C:8]=1[O:9][CH3:10].[N+]([O-])(O)=[O:28].O.C(Cl)(Cl)Cl.CO. (5) Given the product [F:21][C:16]1[CH:17]=[CH:18][CH:19]=[CH:20][C:15]=1[C@H:13]1[C:12]2[CH:11]=[CH:10][CH:9]=[CH:8][C:7]=2[C:6]2[N:38]=[C:36]([NH:35][C:32]3[CH:31]=[CH:30][C:29]([N:23]4[CH2:28][CH2:27][NH:26][CH2:25][CH2:24]4)=[CH:34][CH:33]=3)[N:37]=[CH:4][C:5]=2[CH2:14]1, predict the reactants needed to synthesize it. The reactants are: CN(/[CH:4]=[C:5]1\[C:6](=O)[C:7]2[C:12]([C@H:13]([C:15]3[CH:20]=[CH:19][CH:18]=[CH:17][C:16]=3[F:21])[CH2:14]\1)=[CH:11][CH:10]=[CH:9][CH:8]=2)C.[N:23]1([C:29]2[CH:34]=[CH:33][C:32]([NH:35][C:36]([NH2:38])=[NH:37])=[CH:31][CH:30]=2)[CH2:28][CH2:27][NH:26][CH2:25][CH2:24]1.